This data is from Forward reaction prediction with 1.9M reactions from USPTO patents (1976-2016). The task is: Predict the product of the given reaction. (1) Given the reactants [C:1]([N:5]1[C:13]2[CH:12]=[CH:11][N:10]=[C:9]([O:14][CH3:15])[C:8]=2[C:7](=[O:16])[NH:6]1)([CH3:4])([CH3:3])[CH3:2].N1C=CC=CC=1.[F:23][C:24]([F:37])([F:36])[S:25](O[S:25]([C:24]([F:37])([F:36])[F:23])(=[O:27])=[O:26])(=[O:27])=[O:26].[Cl-].[NH4+], predict the reaction product. The product is: [F:23][C:24]([F:37])([F:36])[S:25]([O:16][C:7]1[C:8]2[C:9]([O:14][CH3:15])=[N:10][CH:11]=[CH:12][C:13]=2[N:5]([C:1]([CH3:4])([CH3:3])[CH3:2])[N:6]=1)(=[O:27])=[O:26]. (2) Given the reactants Cl.[CH3:2][NH:3][O:4][CH3:5].[CH3:6][O:7][C:8]1[CH:16]=[CH:15][C:11]([C:12]([OH:14])=O)=[C:10]([O:17][CH2:18][O:19][CH3:20])[CH:9]=1.Cl.C(N=C=NCCCN(C)C)C.ON1C2C=CC=CC=2N=N1, predict the reaction product. The product is: [CH3:6][O:7][C:8]1[CH:16]=[CH:15][C:11]([C:12]([N:3]([O:4][CH3:5])[CH3:2])=[O:14])=[C:10]([O:17][CH2:18][O:19][CH3:20])[CH:9]=1. (3) Given the reactants [Br:1][C:2]1[O:6][C:5]([CH:7](Br)[CH2:8][CH3:9])=[N:4][C:3]=1[C:11]1[CH:16]=[CH:15][C:14]([Cl:17])=[CH:13][CH:12]=1.C([O-])([O-])=O.[K+].[K+].[F:24][C:25]1[C:33]([OH:34])=[CH:32][CH:31]=[C:30]([F:35])[C:26]=1[C:27]([NH2:29])=[O:28], predict the reaction product. The product is: [Br:1][C:2]1[O:6][C:5]([CH:7]([O:34][C:33]2[C:25]([F:24])=[C:26]([C:30]([F:35])=[CH:31][CH:32]=2)[C:27]([NH2:29])=[O:28])[CH2:8][CH3:9])=[N:4][C:3]=1[C:11]1[CH:16]=[CH:15][C:14]([Cl:17])=[CH:13][CH:12]=1. (4) Given the reactants [Br:1]Br.[CH3:3][C:4]1[CH:5]=[C:6]([C:10](=[O:12])[CH3:11])[CH:7]=[CH:8][CH:9]=1, predict the reaction product. The product is: [Br:1][CH2:11][C:10]([C:6]1[CH:7]=[CH:8][CH:9]=[C:4]([CH3:3])[CH:5]=1)=[O:12]. (5) The product is: [CH3:40][O:39][C:37]([C:27]1[CH:28]([C:29]2[CH:34]=[CH:33][C:32]([F:35])=[C:31]([F:36])[CH:30]=2)[N:23]([C:21](=[O:22])[NH:60][CH2:59][CH2:58][CH2:57][N:54]2[CH2:53][CH2:52][C:51]([C:45]3[CH:46]=[CH:47][CH:48]=[CH:49][CH:50]=3)([C:61]3[S:62][CH:63]=[CH:64][CH:65]=3)[CH2:56][CH2:55]2)[C:24](=[O:44])[NH:25][C:26]=1[CH2:41][O:42][CH3:43])=[O:38]. Given the reactants COC(C1CNCNC=1)=O.[N+](C1C=CC(O[C:21]([N:23]2[CH:28]([C:29]3[CH:34]=[CH:33][C:32]([F:35])=[C:31]([F:36])[CH:30]=3)[C:27]([C:37]([O:39][CH3:40])=[O:38])=[C:26]([CH2:41][O:42][CH3:43])[NH:25][C:24]2=[O:44])=[O:22])=CC=1)([O-])=O.[C:45]1([C:51]2([C:61]3[S:62][CH:63]=[CH:64][CH:65]=3)[CH2:56][CH2:55][N:54]([CH2:57][CH2:58][CH2:59][NH2:60])[CH2:53][CH2:52]2)[CH:50]=[CH:49][CH:48]=[CH:47][CH:46]=1, predict the reaction product. (6) Given the reactants [CH2:1]([O:3][CH:4]([O:13][CH2:14][CH3:15])[CH2:5][NH:6][CH2:7][C:8]([O:10][CH2:11][CH3:12])=[O:9])[CH3:2].C(N(CC)CC)C.[Cl:23][C:24]1[CH:25]=[C:26]2[C:31](=[CH:32][CH:33]=1)[CH:30]=[C:29]([S:34](Cl)(=[O:36])=[O:35])[CH:28]=[CH:27]2.[Cl-].[Na+], predict the reaction product. The product is: [Cl:23][C:24]1[CH:25]=[C:26]2[C:31](=[CH:32][CH:33]=1)[CH:30]=[C:29]([S:34]([N:6]([CH2:5][CH:4]([O:3][CH2:1][CH3:2])[O:13][CH2:14][CH3:15])[CH2:7][C:8]([O:10][CH2:11][CH3:12])=[O:9])(=[O:36])=[O:35])[CH:28]=[CH:27]2.